Dataset: Full USPTO retrosynthesis dataset with 1.9M reactions from patents (1976-2016). Task: Predict the reactants needed to synthesize the given product. (1) Given the product [NH:40]1[C:41]2[C:37](=[CH:36][CH:35]=[CH:43][CH:42]=2)[CH:38]=[C:27]1[C:2]1[C:10]2[C:5](=[CH:6][CH:7]=[C:8]([NH:11][S:19]([C:22]3[S:23][CH:24]=[CH:25][CH:26]=3)(=[O:20])=[O:21])[CH:9]=2)[NH:4][N:3]=1, predict the reactants needed to synthesize it. The reactants are: I[C:2]1([C:27](OC(C)(C)C)=O)[C:10]2[C:5](=[CH:6][CH:7]=[C:8]([N:11]([S:19]([C:22]3[S:23][CH:24]=[CH:25][CH:26]=3)(=[O:21])=[O:20])C(OC(C)(C)C)=O)[CH:9]=2)[N:4]=[N:3]1.N[C:35]1[CH:36]=[C:37]2[C:41](=[CH:42][CH:43]=1)[NH:40]N=[C:38]2I.S1C=CC=C1S(Cl)(=O)=O.C(OC(OC(C)(C)C)=O)(OC(C)(C)C)=O. (2) Given the product [Cl:15][C:16]1[CH:21]=[CH:20][C:19]([NH:22][C:23](=[O:30])[CH2:24][O:25][CH2:26][C:27]([NH:11][CH2:10][C:9]2[CH:12]=[CH:13][CH:14]=[C:7]([C:3]3[O:2][CH:6]=[CH:5][CH:4]=3)[CH:8]=2)=[O:28])=[C:18]([CH:17]=1)[C:31]([OH:33])=[O:32], predict the reactants needed to synthesize it. The reactants are: Cl.[O:2]1[CH:6]=[CH:5][CH:4]=[C:3]1[C:7]1[CH:8]=[C:9]([CH:12]=[CH:13][CH:14]=1)[CH2:10][NH2:11].[Cl:15][C:16]1[CH:21]=[CH:20][C:19]([NH:22][C:23](=[O:30])[CH2:24][O:25][CH2:26][C:27](O)=[O:28])=[C:18]([C:31]([O:33]C)=[O:32])[CH:17]=1. (3) Given the product [CH2:35]([N:42]1[C:46]2[CH:47]=[C:48]([O:51][C:2]3[C:3]4[N:4]([N:8]=[C:9]([NH:11][C:12]5[CH:28]=[CH:27][C:15]([C:16]([N:18]([CH3:26])[CH:19]6[CH2:24][CH2:23][N:22]([CH3:25])[CH2:21][CH2:20]6)=[O:17])=[CH:14][CH:13]=5)[N:10]=4)[CH:5]=[CH:6][CH:7]=3)[CH:49]=[CH:50][C:45]=2[O:44][C:43]1=[O:52])[C:36]1[CH:41]=[CH:40][CH:39]=[CH:38][CH:37]=1, predict the reactants needed to synthesize it. The reactants are: Br[C:2]1[C:3]2[N:4]([N:8]=[C:9]([NH:11][C:12]3[CH:28]=[CH:27][C:15]([C:16]([N:18]([CH3:26])[CH:19]4[CH2:24][CH2:23][N:22]([CH3:25])[CH2:21][CH2:20]4)=[O:17])=[CH:14][CH:13]=3)[N:10]=2)[CH:5]=[CH:6][CH:7]=1.C([O-])([O-])=O.[Cs+].[Cs+].[CH2:35]([N:42]1[C:46]2[CH:47]=[C:48]([OH:51])[CH:49]=[CH:50][C:45]=2[O:44][C:43]1=[O:52])[C:36]1[CH:41]=[CH:40][CH:39]=[CH:38][CH:37]=1.N1C=CC=CC=1C(O)=O. (4) The reactants are: [CH3:1][C:2]1[S:3][CH:4]=[C:5]([CH2:7][N:8]2[CH2:13][CH2:12][N:11]([C:14](OC(C)(C)C)=O)[CH2:10][CH2:9]2)[N:6]=1.C(O)(C(F)(F)F)=O.ClC1[C:34]([Cl:35])=[CH:33][N:32]=[C:31]([NH2:36])[C:30]=1[N+:37]([O-:39])=[O:38]. Given the product [Cl:35][C:34]1[C:14]([N:11]2[CH2:10][CH2:9][N:8]([CH2:7][C:5]3[N:6]=[C:2]([CH3:1])[S:3][CH:4]=3)[CH2:13][CH2:12]2)=[C:30]([N+:37]([O-:39])=[O:38])[C:31]([NH2:36])=[N:32][CH:33]=1, predict the reactants needed to synthesize it.